This data is from Catalyst prediction with 721,799 reactions and 888 catalyst types from USPTO. The task is: Predict which catalyst facilitates the given reaction. (1) Reactant: [CH3:1][O:2][C:3]1[CH:4]=[C:5]([CH:9]=[CH:10][CH:11]=1)[C:6]([OH:8])=O.Cl.[CH3:13][NH:14][O:15][CH3:16].Cl.C(N=C=NCCCN(C)C)C.C(=O)([O-])O.[Na+]. Product: [CH3:1][O:2][C:3]1[CH:4]=[C:5]([CH:9]=[CH:10][CH:11]=1)[C:6]([N:14]([O:15][CH3:16])[CH3:13])=[O:8]. The catalyst class is: 236. (2) Reactant: [NH2:1][C:2]1[CH:3]=[C:4]([CH:9]=[CH:10][C:11]=1[CH2:12][N:13]([C:19]([O:21][C:22]([CH3:25])([CH3:24])[CH3:23])=[O:20])[CH2:14][C:15](OC)=[O:16])[C:5]([O:7][CH3:8])=[O:6]. Product: [O:16]=[C:15]1[NH:1][C:2]2[CH:3]=[C:4]([C:5]([O:7][CH3:8])=[O:6])[CH:9]=[CH:10][C:11]=2[CH2:12][N:13]([C:19]([O:21][C:22]([CH3:25])([CH3:24])[CH3:23])=[O:20])[CH2:14]1. The catalyst class is: 11. (3) Reactant: CS[C:3]([S:9][CH3:10])=[C:4]([C:7]#[N:8])[C:5]#[N:6].[NH2:11][C:12]1[CH:17]=[CH:16][CH:15]=[CH:14][CH:13]=1. Product: [CH3:10][S:9][C:3]([NH:11][C:12]1[CH:17]=[CH:16][CH:15]=[CH:14][CH:13]=1)=[C:4]([C:7]#[N:8])[C:5]#[N:6]. The catalyst class is: 8. (4) Reactant: [Br:1][C:2]1[CH:7]=[CH:6][CH:5]=[C:4]([NH2:8])[C:3]=1[NH2:9].[F:10][C:11]([F:19])([F:18])[C:12](=O)[C:13](OC)=[O:14]. Product: [Br:1][C:2]1[CH:7]=[CH:6][CH:5]=[C:4]2[C:3]=1[NH:9][C:13](=[O:14])[C:12]([C:11]([F:19])([F:18])[F:10])=[N:8]2. The catalyst class is: 14.